From a dataset of Peptide-MHC class II binding affinity with 134,281 pairs from IEDB. Regression. Given a peptide amino acid sequence and an MHC pseudo amino acid sequence, predict their binding affinity value. This is MHC class II binding data. (1) The peptide sequence is DYVRMWVQAATAMSA. The MHC is HLA-DPA10201-DPB11401 with pseudo-sequence HLA-DPA10201-DPB11401. The binding affinity (normalized) is 0.599. (2) The peptide sequence is TPGQCNMVVERLGDY. The MHC is HLA-DQA10501-DQB10201 with pseudo-sequence HLA-DQA10501-DQB10201. The binding affinity (normalized) is 0.228.